Predict the product of the given reaction. From a dataset of Forward reaction prediction with 1.9M reactions from USPTO patents (1976-2016). (1) Given the reactants [CH3:1][O:2][C:3]1[CH:8]=[C:7]([CH3:9])[C:6]([S:10]([N:13]2[CH2:18][CH2:17][CH2:16][CH2:15][CH:14]2[CH2:19][OH:20])(=[O:12])=[O:11])=[C:5]([CH3:21])[CH:4]=1.[OH-].[Na+].[C:24]([O:28][C:29](=[O:32])[CH2:30]Br)([CH3:27])([CH3:26])[CH3:25], predict the reaction product. The product is: [CH3:1][O:2][C:3]1[CH:4]=[C:5]([CH3:21])[C:6]([S:10]([N:13]2[CH2:18][CH2:17][CH2:16][CH2:15][CH:14]2[CH2:19][O:20][CH2:30][C:29]([O:28][C:24]([CH3:27])([CH3:26])[CH3:25])=[O:32])(=[O:11])=[O:12])=[C:7]([CH3:9])[CH:8]=1. (2) The product is: [Br:9][C:2]12[CH2:7][C:3]([CH2:18][C:16]([O:13][CH3:12])=[O:17])([CH2:4]1)[CH2:5]2. Given the reactants Br[C:2]1([Br:9])[CH2:4][C:3]1([CH2:7]Cl)[CH2:5]Cl.[Li]C.[C:12](=O)=[O:13].C[C:16]([CH3:18])=[O:17].CCC(OBr)=O, predict the reaction product.